This data is from Full USPTO retrosynthesis dataset with 1.9M reactions from patents (1976-2016). The task is: Predict the reactants needed to synthesize the given product. (1) Given the product [CH2:14]([O:13][C:11]([NH:1][CH2:2][CH2:3][CH2:4][CH2:5][CH2:6][C:7]([OH:9])=[O:8])=[O:12])[C:15]1[CH:20]=[CH:19][CH:18]=[CH:17][CH:16]=1, predict the reactants needed to synthesize it. The reactants are: [NH2:1][CH2:2][CH2:3][CH2:4][CH2:5][CH2:6][C:7]([OH:9])=[O:8].Cl[C:11]([O:13][CH2:14][C:15]1[CH:20]=[CH:19][CH:18]=[CH:17][CH:16]=1)=[O:12]. (2) Given the product [C:33]1([CH:26]([C:27]2[CH:32]=[CH:31][CH:30]=[CH:29][CH:28]=2)[C:25]([NH:24][C@H:23]([C:40]([NH2:1])=[O:41])[CH2:22][C:21]2[CH:20]=[CH:19][CH:45]=[CH:44][CH:43]=2)=[O:39])[CH:38]=[CH:37][CH:36]=[CH:35][CH:34]=1, predict the reactants needed to synthesize it. The reactants are: [NH2:1]C(CCOC1C=CC=C(C(OC)=O)C=1)C#N.C[C:19]1[CH:20]=[C:21]([CH:43]=[CH:44][CH:45]=1)[CH2:22][C@@H:23]([C:40](O)=[O:41])[NH:24][C:25](=[O:39])[CH:26]([C:33]1[CH:38]=[CH:37][CH:36]=[CH:35][CH:34]=1)[C:27]1[CH:32]=[CH:31][CH:30]=[CH:29][CH:28]=1.C(N(C(C)C)CC)(C)C.F[P-](F)(F)(F)(F)F.N1(O[P+](N2CCCC2)(N2CCCC2)N2CCCC2)C2C=CC=CC=2N=N1. (3) The reactants are: [C:1]([O:5][C:6](=[O:14])[NH:7][CH:8]1[CH2:13][CH2:12][NH:11][CH2:10][CH2:9]1)([CH3:4])([CH3:3])[CH3:2].F[C:16]1[CH:21]=[CH:20][C:19]([C:22](=[O:24])[CH3:23])=[CH:18][CH:17]=1.C(=O)([O-])[O-].[K+].[K+].O. Given the product [C:1]([O:5][C:6](=[O:14])[NH:7][CH:8]1[CH2:13][CH2:12][N:11]([C:16]2[CH:21]=[CH:20][C:19]([C:22](=[O:24])[CH3:23])=[CH:18][CH:17]=2)[CH2:10][CH2:9]1)([CH3:4])([CH3:2])[CH3:3], predict the reactants needed to synthesize it. (4) Given the product [NH4+:1].[OH-:16].[O:38]=[C:37]([NH:1][C:2]1[CH:3]=[C:4]2[C:25](=[CH:26][CH:27]=1)[CH2:24][C@:6]1([C:14]3[C:9](=[N:10][CH:11]=[CH:12][CH:13]=3)[NH:8][C:7]1=[O:23])[CH2:5]2)[CH2:36][NH:42][C@H:43]([C:56]1[CH:57]=[CH:58][CH:59]=[CH:60][CH:61]=1)[CH2:44][CH2:45][NH:46][C:47]1([C:52]([O:54][CH3:55])=[O:53])[CH2:51][CH2:50][CH2:49][CH2:48]1, predict the reactants needed to synthesize it. The reactants are: [NH2:1][C:2]1[CH:3]=[C:4]2[C:25](=[CH:26][CH:27]=1)[CH2:24][C@:6]1([C:14]3[C:9](=[N:10][CH:11]=[CH:12][CH:13]=3)[N:8](C[O:16]CC[Si](C)(C)C)[C:7]1=[O:23])[CH2:5]2.C(N(CC)CC)C.Br[CH2:36][C:37](Br)=[O:38].Cl.Cl.[NH2:42][C@H:43]([C:56]1[CH:61]=[CH:60][CH:59]=[CH:58][CH:57]=1)[CH2:44][CH2:45][NH:46][C:47]1([C:52]([O:54][CH3:55])=[O:53])[CH2:51][CH2:50][CH2:49][CH2:48]1. (5) Given the product [Br:10][C:11]1[CH:18]=[CH:17][C:14]([CH2:15][C:1]2([C:5]([O:7][CH2:8][CH3:9])=[O:6])[CH2:4][CH2:3][CH2:2]2)=[CH:13][CH:12]=1, predict the reactants needed to synthesize it. The reactants are: [CH:1]1([C:5]([O:7][CH2:8][CH3:9])=[O:6])[CH2:4][CH2:3][CH2:2]1.[Br:10][C:11]1[CH:18]=[CH:17][C:14]([CH2:15]Br)=[CH:13][CH:12]=1. (6) Given the product [O:1]1[CH2:2][CH2:3][N:4]([C:7]2[CH:12]=[C:11]([NH:13][CH2:14][CH2:15][C:16]([OH:18])=[O:17])[N:10]3[N:23]=[CH:24][C:25]([C:26]4[CH:27]=[N:28][C:29]5[C:34]([CH:35]=4)=[CH:33][CH:32]=[CH:31][CH:30]=5)=[C:9]3[N:8]=2)[CH2:5][CH2:6]1, predict the reactants needed to synthesize it. The reactants are: [O:1]1[CH2:6][CH2:5][N:4]([C:7]2[CH:12]=[C:11]([NH:13][CH2:14][CH2:15][C:16]([O:18]C(C)(C)C)=[O:17])[N:10]3[N:23]=[CH:24][C:25]([C:26]4[CH:27]=[N:28][C:29]5[C:34]([CH:35]=4)=[CH:33][CH:32]=[CH:31][CH:30]=5)=[C:9]3[N:8]=2)[CH2:3][CH2:2]1.Cl. (7) Given the product [I:34][C:18]1[C:19]([NH:23][C:24](=[O:30])[O:25][C:26]([CH3:27])([CH3:29])[CH3:28])=[CH:20][C:21]2[C:16]([CH:17]=1)=[CH:15][CH:14]=[C:13]([O:12][CH3:11])[CH:22]=2.[I:34][C:20]1[C:21]2[C:16](=[CH:15][CH:14]=[C:13]([O:12][CH3:11])[CH:22]=2)[CH:17]=[CH:18][C:19]=1[NH:23][C:24](=[O:30])[O:25][C:26]([CH3:27])([CH3:29])[CH3:28], predict the reactants needed to synthesize it. The reactants are: [Li]C(C)(C)C.CCCCC.[CH3:11][O:12][C:13]1[CH:22]=[C:21]2[C:16]([CH:17]=[CH:18][C:19]([NH:23][C:24](=[O:30])[O:25][C:26]([CH3:29])([CH3:28])[CH3:27])=[CH:20]2)=[CH:15][CH:14]=1.ClCC[I:34].P([O-])([O-])([O-])=O.